From a dataset of Forward reaction prediction with 1.9M reactions from USPTO patents (1976-2016). Predict the product of the given reaction. (1) Given the reactants [Cl:1][C:2]1[CH:26]=[C:25]([O:27][C:28]([F:31])([F:30])[F:29])[CH:24]=[CH:23][C:3]=1[O:4][C:5]1[CH:6]=[N:7][N:8]([CH:12]([CH2:16][CH:17]2[CH2:22][CH2:21][CH2:20][CH2:19][CH2:18]2)[C:13](O)=[O:14])[C:9](=[O:11])[CH:10]=1.[NH2:32][C:33]1[CH:37]=[CH:36][N:35]([CH2:38][C:39]([CH3:42])([OH:41])[CH3:40])[N:34]=1, predict the reaction product. The product is: [Cl:1][C:2]1[CH:26]=[C:25]([O:27][C:28]([F:29])([F:31])[F:30])[CH:24]=[CH:23][C:3]=1[O:4][C:5]1[CH:6]=[N:7][N:8]([CH:12]([CH2:16][CH:17]2[CH2:18][CH2:19][CH2:20][CH2:21][CH2:22]2)[C:13]([NH:32][C:33]2[CH:37]=[CH:36][N:35]([CH2:38][C:39]([OH:41])([CH3:40])[CH3:42])[N:34]=2)=[O:14])[C:9](=[O:11])[CH:10]=1. (2) Given the reactants [CH:1]([C:4]1[N:5]=[C:6](/[CH:9]=[CH:10]/[C:11]2[CH:20]=[C:19]3[C:14]([C:15](=[O:26])[C:16]([C:21]([O:23][CH2:24][CH3:25])=[O:22])=[CH:17][NH:18]3)=[CH:13][CH:12]=2)[S:7][CH:8]=1)([CH3:3])[CH3:2].C(=O)([O-])[O-].[K+].[K+].Br[CH2:34][CH2:35][F:36], predict the reaction product. The product is: [F:36][CH2:35][CH2:34][N:18]1[C:19]2[C:14](=[CH:13][CH:12]=[C:11](/[CH:10]=[CH:9]/[C:6]3[S:7][CH:8]=[C:4]([CH:1]([CH3:3])[CH3:2])[N:5]=3)[CH:20]=2)[C:15](=[O:26])[C:16]([C:21]([O:23][CH2:24][CH3:25])=[O:22])=[CH:17]1. (3) Given the reactants [Cl:1][C:2]1[CH:3]=[N:4][CH:5]=[C:6]([C:9]=1[NH:10][CH3:11])[C:7]#[N:8].[H-].[Na+].Br[CH2:15][C:16]([O:18][CH2:19][CH3:20])=[O:17].C(OCC)C, predict the reaction product. The product is: [CH2:19]([O:18][C:16]([C:15]1[N:10]([CH3:11])[C:9]2[C:2]([Cl:1])=[CH:3][N:4]=[CH:5][C:6]=2[C:7]=1[NH2:8])=[O:17])[CH3:20].